From a dataset of Forward reaction prediction with 1.9M reactions from USPTO patents (1976-2016). Predict the product of the given reaction. Given the reactants [NH2:1][C:2]1[CH:7]=[CH:6][C:5]([CH:8]([CH3:12])[C:9]([OH:11])=O)=[CH:4][C:3]=1[O:13][CH3:14].C(N(CC)C(C)C)(C)C.[NH:24]1[CH2:29][CH2:28][O:27][CH2:26][CH2:25]1.CN(C(ON1N=NC2C=CC=NC1=2)=[N+](C)C)C.F[P-](F)(F)(F)(F)F, predict the reaction product. The product is: [NH2:1][C:2]1[CH:7]=[CH:6][C:5]([CH:8]([CH3:12])[C:9]([N:24]2[CH2:29][CH2:28][O:27][CH2:26][CH2:25]2)=[O:11])=[CH:4][C:3]=1[O:13][CH3:14].